Predict the reactants needed to synthesize the given product. From a dataset of Full USPTO retrosynthesis dataset with 1.9M reactions from patents (1976-2016). (1) The reactants are: [O-]P([O-])([O-])=O.[K+].[K+].[K+].C(Cl)(Cl)Cl.P(C(C)(C)C)(C(C)(C)C)C(C)(C)C.[CH2:26]([O:28][C:29]([C:31]1([CH2:45][C:46]2[CH:51]=[CH:50][C:49]([C:52]#[N:53])=[CH:48][C:47]=2Br)[C:36](=[O:37])[CH2:35][CH2:34][N:33]([CH2:38][C:39]2[CH:44]=[CH:43][CH:42]=[CH:41][CH:40]=2)[CH2:32]1)=[O:30])[CH3:27]. Given the product [CH2:26]([O:28][C:29]([C:31]12[C:36](=[O:37])[CH:35]([C:47]3[CH:48]=[C:49]([C:52]#[N:53])[CH:50]=[CH:51][C:46]=3[CH2:45]1)[CH2:34][N:33]([CH2:38][C:39]1[CH:44]=[CH:43][CH:42]=[CH:41][CH:40]=1)[CH2:32]2)=[O:30])[CH3:27], predict the reactants needed to synthesize it. (2) Given the product [OH:15][C:2]1[C:11]2[C:6](=[CH:7][CH:8]=[CH:9][CH:10]=2)[C:5]([N+:12]([O-:14])=[O:13])=[CH:4][N:3]=1, predict the reactants needed to synthesize it. The reactants are: N[C:2]1[C:11]2[C:6](=[CH:7][CH:8]=[CH:9][CH:10]=2)[C:5]([N+:12]([O-:14])=[O:13])=[CH:4][N:3]=1.[OH:15]S(O)(=O)=O.N([O-])=O.[Na+]. (3) Given the product [F:9][CH:10]([F:13])[CH:11]([C:4]1[CH:5]=[CH:6][C:1]([OH:7])=[CH:2][CH:3]=1)[OH:12], predict the reactants needed to synthesize it. The reactants are: [C:1]1([OH:7])[CH:6]=[CH:5][CH:4]=[CH:3][CH:2]=1.O.[F:9][CH:10]([F:13])[CH:11]=[O:12]. (4) Given the product [NH2:3][CH2:12][C:13]1[CH:18]=[CH:17][C:16]([C:19]([NH:21][C:22]2[CH:23]=[C:24]([C:36]3[CH:37]=[CH:38][CH:39]=[CH:40][CH:41]=3)[CH:25]=[CH:26][C:27]=2[NH:28][C:29](=[O:35])[O:30][C:31]([CH3:34])([CH3:33])[CH3:32])=[O:20])=[CH:15][CH:14]=1, predict the reactants needed to synthesize it. The reactants are: O=C1C2C(=CC=CC=2)C(=O)[N:3]1[CH2:12][C:13]1[CH:18]=[CH:17][C:16]([C:19]([NH:21][C:22]2[CH:23]=[C:24]([C:36]3[CH:41]=[CH:40][CH:39]=[CH:38][CH:37]=3)[CH:25]=[CH:26][C:27]=2[NH:28][C:29](=[O:35])[O:30][C:31]([CH3:34])([CH3:33])[CH3:32])=[O:20])=[CH:15][CH:14]=1.O.NN. (5) Given the product [NH:7]1[C:15]2[C:10](=[CH:11][CH:12]=[CH:13][CH:14]=2)[C:9]([CH2:16][C:17]2[N:18]=[CH:19][S:20][CH:21]=2)=[CH:8]1, predict the reactants needed to synthesize it. The reactants are: C(N)=S.C(Cl)Cl.[NH:7]1[C:15]2[C:10](=[CH:11][CH:12]=[CH:13][CH:14]=2)[C:9]([CH2:16][CH2:17][NH:18][C:19](=S)[SH-:20][CH2:21]C2C=CC=CC=2)=[CH:8]1.CCCCCCS/C(/S)=N\CC1NC2C=CC=CC=2C=1. (6) Given the product [C:9]([O:13][C:14](=[O:29])[N:15]([CH2:18][CH2:19][C:20]1[CH:25]=[CH:24][C:23]([Cl:26])=[C:22]([CH:27]=[O:28])[CH:21]=1)[CH2:16][CH3:17])([CH3:10])([CH3:11])[CH3:12], predict the reactants needed to synthesize it. The reactants are: C[N+]1([O-])CCOCC1.[C:9]([O:13][C:14](=[O:29])[N:15]([CH2:18][CH2:19][C:20]1[CH:25]=[CH:24][C:23]([Cl:26])=[C:22]([CH2:27][OH:28])[CH:21]=1)[CH2:16][CH3:17])([CH3:12])([CH3:11])[CH3:10].